This data is from Forward reaction prediction with 1.9M reactions from USPTO patents (1976-2016). The task is: Predict the product of the given reaction. (1) Given the reactants [F:1][C:2]1[CH:3]=[C:4](/[CH:9]=[CH:10]/[C:11]([OH:13])=[O:12])[CH:5]=[CH:6][C:7]=1[F:8].[C:14]1(C)C=CC([C@@H]2C[C@H]2C(O)=O)=CC=1, predict the reaction product. The product is: [F:1][C:2]1[CH:3]=[C:4]([C@@H:9]2[CH2:14][C@H:10]2[C:11]([OH:13])=[O:12])[CH:5]=[CH:6][C:7]=1[F:8]. (2) The product is: [NH2:1][C@H:2]([C:11]([OH:13])=[O:12])[CH2:3][C:4]1[CH:9]=[CH:8][CH:7]=[CH:6][CH:5]=1. Given the reactants [NH:1](C(OC(C)(C)C)=O)[C@H:2]([C:11]([OH:13])=[O:12])[CH2:3][C:4]1[CH:9]=[CH:8][C:7](I)=[CH:6][CH:5]=1.CN.Cl.CCN(C(C)C)C(C)C.CN(C(ON1N=NC2C=CC=CC1=2)=[N+](C)C)C.F[P-](F)(F)(F)(F)F, predict the reaction product. (3) The product is: [CH2:14]([NH:13][C:4]1[C:3]([CH2:2][NH:1][C:30](=[O:31])[CH:29]([C:19]2[CH:20]=[CH:21][C:22]([CH2:23][NH:24][S:25]([CH3:28])(=[O:26])=[O:27])=[C:17]([F:16])[CH:18]=2)[CH3:33])=[CH:8][CH:7]=[C:6]([C:9]([F:10])([F:11])[F:12])[N:5]=1)[CH3:15]. Given the reactants [NH2:1][CH2:2][C:3]1[C:4]([NH:13][CH2:14][CH3:15])=[N:5][C:6]([C:9]([F:12])([F:11])[F:10])=[CH:7][CH:8]=1.[F:16][C:17]1[CH:18]=[C:19]([CH:29]([CH3:33])[C:30](O)=[O:31])[CH:20]=[CH:21][C:22]=1[CH2:23][NH:24][S:25]([CH3:28])(=[O:27])=[O:26].ON1C2C=CC=CC=2N=N1.F[B-](F)(F)F.N1(OC(N(C)C)=[N+](C)C)C2C=CC=CC=2N=N1.C(N(C(C)C)C(C)C)C, predict the reaction product. (4) Given the reactants C([N:4]1[C:12]2[C:7](=[CH:8][CH:9]=[CH:10][CH:11]=2)[C:6](=[C:13](OCC)[C:14]2[CH:19]=[CH:18][CH:17]=[CH:16][CH:15]=2)[C:5]1=[O:23])(=O)C.[NH2:24][C:25]1[CH:32]=[CH:31][C:28]([C:29]#[N:30])=[CH:27][CH:26]=1.[OH-].[Na+], predict the reaction product. The product is: [C:29]([C:28]1[CH:31]=[CH:32][C:25]([NH:24]/[C:13](=[C:6]2\[C:5](=[O:23])[NH:4][C:12]3[C:7]\2=[CH:8][CH:9]=[CH:10][CH:11]=3)/[C:14]2[CH:15]=[CH:16][CH:17]=[CH:18][CH:19]=2)=[CH:26][CH:27]=1)#[N:30]. (5) Given the reactants Cl.[F:2][C:3]1[CH:8]=[CH:7][C:6]([C@@H:9]([NH2:11])[CH3:10])=[C:5]([C:12]([F:15])([F:14])[F:13])[CH:4]=1.C([O:20][C:21]([C:23]1[CH:28]=[CH:27][CH:26]=[CH:25][C:24]=1[C:29]1[CH:34]=[CH:33][C:32]([CH2:35][N:36]2[C:44]3[C:39](=[CH:40][C:41]([C:45](O)=[O:46])=[CH:42][CH:43]=3)[C:38]([CH3:48])=[C:37]2[CH3:49])=[CH:31][CH:30]=1)=[O:22])(C)(C)C, predict the reaction product. The product is: [F:2][C:3]1[CH:8]=[CH:7][C:6]([C@@H:9]([NH:11][C:45]([C:41]2[CH:40]=[C:39]3[C:44](=[CH:43][CH:42]=2)[N:36]([CH2:35][C:32]2[CH:31]=[CH:30][C:29]([C:24]4[C:23]([C:21]([OH:22])=[O:20])=[CH:28][CH:27]=[CH:26][CH:25]=4)=[CH:34][CH:33]=2)[C:37]([CH3:49])=[C:38]3[CH3:48])=[O:46])[CH3:10])=[C:5]([C:12]([F:13])([F:14])[F:15])[CH:4]=1. (6) Given the reactants [NH2:1][C:2]1[N:7]=[CH:6][N:5]=[C:4]([NH:8][C:9]2[C:27](=[O:28])[N:13]3[CH2:14][CH2:15][CH2:16][N:17](CC4C=CC=CC=4)[C:18](=[O:19])[C:12]3=[C:11]([CH3:29])[CH:10]=2)[CH:3]=1.OS(C(F)(F)F)(=O)=O.C(=O)(O)[O-].[Na+], predict the reaction product. The product is: [NH2:1][C:2]1[N:7]=[CH:6][N:5]=[C:4]([NH:8][C:9]2[C:27](=[O:28])[N:13]3[CH2:14][CH2:15][CH2:16][NH:17][C:18](=[O:19])[C:12]3=[C:11]([CH3:29])[CH:10]=2)[CH:3]=1. (7) Given the reactants [F:1][C:2]1[CH:3]=[C:4]([CH3:11])[C:5]([OH:10])=[C:6]([CH:9]=1)[CH:7]=[O:8].CI.[C:14](=O)([O-])[O-].[K+].[K+], predict the reaction product. The product is: [F:1][C:2]1[CH:3]=[C:4]([CH3:11])[C:5]([O:10][CH3:14])=[C:6]([CH:9]=1)[CH:7]=[O:8]. (8) The product is: [Br:1][C:2]1[C:11]2[C:6](=[CH:7][C:8]([Cl:12])=[CH:9][CH:10]=2)[C:5]([Cl:16])=[N:4][CH:3]=1. Given the reactants [Br:1][C:2]1[C:11]2[C:6](=[CH:7][C:8]([Cl:12])=[CH:9][CH:10]=2)[C:5](=O)[NH:4][CH:3]=1.O=P(Cl)(Cl)[Cl:16], predict the reaction product. (9) Given the reactants C(OC([N:8]1[CH2:13][CH2:12][CH2:11][C@H:10]([O:14][C:15]2[CH:20]=[C:19]([C:21]([F:24])([F:23])[F:22])[CH:18]=[CH:17][C:16]=2[NH:25][C:26]2[C:27]3[C:34]([CH3:35])=[C:33]([C:36]([NH2:38])=[O:37])[S:32][C:28]=3[N:29]=[CH:30][N:31]=2)[CH2:9]1)=O)(C)(C)C.Cl, predict the reaction product. The product is: [CH3:35][C:34]1[C:27]2[C:26]([NH:25][C:16]3[CH:17]=[CH:18][C:19]([C:21]([F:22])([F:24])[F:23])=[CH:20][C:15]=3[O:14][C@H:10]3[CH2:11][CH2:12][CH2:13][NH:8][CH2:9]3)=[N:31][CH:30]=[N:29][C:28]=2[S:32][C:33]=1[C:36]([NH2:38])=[O:37]. (10) Given the reactants CS([C:4]1[N:9]=[C:8]2[N:10]([CH3:36])[C:11](=[O:35])[N:12]([C:15]3[CH:16]=[C:17]([NH:22][C:23](=[O:34])[C:24]4[CH:29]=[CH:28][CH:27]=[C:26]([C:30]([F:33])([F:32])[F:31])[CH:25]=4)[CH:18]=[CH:19][C:20]=3[CH3:21])[C:13](=[O:14])[C:7]2=[CH:6][N:5]=1)=O.[CH3:37][NH2:38], predict the reaction product. The product is: [CH3:21][C:20]1[CH:19]=[CH:18][C:17]([NH:22][C:23](=[O:34])[C:24]2[CH:29]=[CH:28][CH:27]=[C:26]([C:30]([F:32])([F:31])[F:33])[CH:25]=2)=[CH:16][C:15]=1[N:12]1[C:13](=[O:14])[C:7]2[C:8](=[N:9][C:4]([NH:38][CH3:37])=[N:5][CH:6]=2)[N:10]([CH3:36])[C:11]1=[O:35].